From a dataset of Forward reaction prediction with 1.9M reactions from USPTO patents (1976-2016). Predict the product of the given reaction. (1) The product is: [CH3:1][C:2]1[C:7]([C:2]2[CH:7]=[CH:6][CH:5]=[CH:4][N:3]=2)=[CH:6][CH:5]=[C:4]([CH3:9])[N:3]=1. Given the reactants [CH3:1][C:2]1[C:7](Br)=[CH:6][CH:5]=[C:4]([CH3:9])[N:3]=1, predict the reaction product. (2) Given the reactants N1C2C(=CC=CC=2)C=C1.[H-].[Na+].C(OC(=O)CBr)C.C([O:21][C:22](=[O:33])[CH2:23][N:24]1[C:32]2[C:27](=[CH:28][CH:29]=[CH:30][CH:31]=2)[CH:26]=[CH:25]1)C.[OH-].[Na+].Cl, predict the reaction product. The product is: [N:24]1([CH2:23][C:22]([OH:33])=[O:21])[C:32]2[C:27](=[CH:28][CH:29]=[CH:30][CH:31]=2)[CH:26]=[CH:25]1. (3) Given the reactants [C:1]1([S:7]([NH:10][C:11]2[S:15][C:14]3[CH2:16][CH2:17][CH2:18][CH2:19][C:13]=3[C:12]=2[C:20]([O:22][CH2:23]C)=[O:21])(=[O:9])=[O:8])[CH:6]=[CH:5][CH:4]=[CH:3][CH:2]=1.NC1SC2CCCCC=2C=1C(OC)=O.[Cl:39]C1C=C(S(Cl)(=O)=O)C=CC=1, predict the reaction product. The product is: [Cl:39][C:3]1[CH:2]=[C:1]([S:7]([NH:10][C:11]2[S:15][C:14]3[CH2:16][CH2:17][CH2:18][CH2:19][C:13]=3[C:12]=2[C:20]([O:22][CH3:23])=[O:21])(=[O:9])=[O:8])[CH:6]=[CH:5][CH:4]=1. (4) Given the reactants [N:1]1([CH2:6][CH2:7][N:8]2[C:16]3[C:11](=[CH:12][CH:13]=[CH:14][CH:15]=3)[C:10]([C:17]3[O:21][N:20]=[C:19]([CH2:22][NH:23]C(=O)C4C=CC=CC=4)[N:18]=3)=[N:9]2)[CH:5]=[CH:4][N:3]=[CH:2]1.[CH3:32][O:33][C:34]1[C:39]([O:40][CH3:41])=[CH:38][CH:37]=[CH:36][C:35]=1[S:42](Cl)(=[O:44])=[O:43].C(=O)([O-])[O-].[Na+].[Na+], predict the reaction product. The product is: [N:1]1([CH2:6][CH2:7][N:8]2[C:16]3[C:11](=[CH:12][CH:13]=[CH:14][CH:15]=3)[C:10]([C:17]3[O:21][N:20]=[C:19]([CH2:22][NH:23][S:42]([C:35]4[CH:36]=[CH:37][CH:38]=[C:39]([O:40][CH3:41])[C:34]=4[O:33][CH3:32])(=[O:44])=[O:43])[N:18]=3)=[N:9]2)[CH:5]=[CH:4][N:3]=[CH:2]1. (5) Given the reactants [CH3:1][O:2][C:3]1[CH:8]=[CH:7][CH:6]=[CH:5][C:4]=1[C:9]1[NH:13][N:12]=[C:11]([S:14][CH3:15])[N:10]=1.[CH3:16][O:17]C1C=C(OC)C=CC=1C(O)=O.[F:29][C:30]1[CH:37]=[CH:36][CH:35]=[CH:34][C:31]=1CCl, predict the reaction product. The product is: [CH3:1][O:2][C:3]1[CH:8]=[C:7]([O:17][CH3:16])[CH:6]=[CH:5][C:4]=1[C:9]1[NH:13][N:12]=[C:11]([S:14][CH2:15][C:31]2[CH:34]=[CH:35][CH:36]=[CH:37][C:30]=2[F:29])[N:10]=1.